From a dataset of NCI-60 drug combinations with 297,098 pairs across 59 cell lines. Regression. Given two drug SMILES strings and cell line genomic features, predict the synergy score measuring deviation from expected non-interaction effect. (1) Cell line: HS 578T. Drug 2: CC(C)CN1C=NC2=C1C3=CC=CC=C3N=C2N. Drug 1: CC12CCC3C(C1CCC2=O)CC(=C)C4=CC(=O)C=CC34C. Synergy scores: CSS=46.9, Synergy_ZIP=3.53, Synergy_Bliss=4.62, Synergy_Loewe=0.366, Synergy_HSA=0.0580. (2) Drug 1: C1=NC2=C(N1)C(=S)N=C(N2)N. Drug 2: CN1C2=C(C=C(C=C2)N(CCCl)CCCl)N=C1CCCC(=O)O.Cl. Cell line: NCIH23. Synergy scores: CSS=36.7, Synergy_ZIP=-7.67, Synergy_Bliss=-9.51, Synergy_Loewe=-25.2, Synergy_HSA=-8.80. (3) Drug 1: CCCS(=O)(=O)NC1=C(C(=C(C=C1)F)C(=O)C2=CNC3=C2C=C(C=N3)C4=CC=C(C=C4)Cl)F. Drug 2: CN(C)N=NC1=C(NC=N1)C(=O)N. Cell line: HT29. Synergy scores: CSS=37.4, Synergy_ZIP=-4.10, Synergy_Bliss=-4.45, Synergy_Loewe=-25.7, Synergy_HSA=-4.20.